Dataset: Forward reaction prediction with 1.9M reactions from USPTO patents (1976-2016). Task: Predict the product of the given reaction. (1) Given the reactants [N+:1]([C:4]1[CH:5]=[N:6][C:7]2[C:12]([C:13]=1[NH:14][CH2:15][C:16]1([OH:26])[CH2:25][CH2:24][C:19]3([O:23][CH2:22][CH2:21][O:20]3)[CH2:18][CH2:17]1)=[CH:11][CH:10]=[CH:9][CH:8]=2)([O-])=O, predict the reaction product. The product is: [NH2:1][C:4]1[CH:5]=[N:6][C:7]2[C:12]([C:13]=1[NH:14][CH2:15][C:16]1([OH:26])[CH2:25][CH2:24][C:19]3([O:23][CH2:22][CH2:21][O:20]3)[CH2:18][CH2:17]1)=[CH:11][CH:10]=[CH:9][CH:8]=2. (2) Given the reactants [Cl:1][C:2]1[C:7]([F:8])=[C:6](Cl)[N:5]=[C:4]([CH3:10])[N:3]=1.[OH-].[NH4+:12].CO, predict the reaction product. The product is: [NH2:12][C:6]1[C:7]([F:8])=[C:2]([Cl:1])[N:3]=[C:4]([CH3:10])[N:5]=1. (3) The product is: [F:1][C:2]1[CH:3]=[C:4]([N:16]2[C:24]3[CH:23]=[CH:22][CH:21]=[C:20]([OH:25])[C:19]=3[CH:18]=[N:17]2)[CH:5]=[CH:6][C:7]=1[OH:8]. Given the reactants [F:1][C:2]1[CH:3]=[C:4]([N:16]2[C:24]3[CH:23]=[CH:22][CH:21]=[C:20]([OH:25])[C:19]=3[CH:18]=[N:17]2)[CH:5]=[CH:6][C:7]=1[O:8]CC1C=CC=CC=1, predict the reaction product. (4) Given the reactants [F:1][C:2]([F:18])([C:8]1[CH:13]=[CH:12][C:11]([S:14]([CH3:17])(=[O:16])=[O:15])=[CH:10][CH:9]=1)[C:3]([O:5]CC)=[O:4].O.[OH-].[Li+], predict the reaction product. The product is: [F:18][C:2]([F:1])([C:8]1[CH:9]=[CH:10][C:11]([S:14]([CH3:17])(=[O:16])=[O:15])=[CH:12][CH:13]=1)[C:3]([OH:5])=[O:4]. (5) Given the reactants [C:1]([O:4][C@@H:5]1[CH2:9][C@H:8]([C:10](=O)[NH:11][CH2:12][C:13]2[N:14]=[C:15]3[CH:21]=[CH:20][N:19]([S:22]([C:25]4[CH:31]=[CH:30][C:28]([CH3:29])=[CH:27][CH:26]=4)(=[O:24])=[O:23])[C:16]3=[N:17][CH:18]=2)[N:7]([C:33](=[O:35])[CH3:34])[CH2:6]1)(=[O:3])[CH3:2].C(O)(C(F)(F)F)=O.C(OC(C(F)(F)F)=O)(C(F)(F)F)=O, predict the reaction product. The product is: [C:1]([O:4][C@@H:5]1[CH2:9][C@H:8]([C:10]2[N:14]3[C:15]4[CH:21]=[CH:20][N:19]([S:22]([C:25]5[CH:31]=[CH:30][C:28]([CH3:29])=[CH:27][CH:26]=5)(=[O:24])=[O:23])[C:16]=4[N:17]=[CH:18][C:13]3=[CH:12][N:11]=2)[N:7]([C:33](=[O:35])[CH3:34])[CH2:6]1)(=[O:3])[CH3:2].